Dataset: Reaction yield outcomes from USPTO patents with 853,638 reactions. Task: Predict the reaction yield, written as a fraction of the theoretical maximum amount of product (1.0 means a 100% yield; for example, 0.34 means a 34% yield). (1) The reactants are [NH2:1][C:2]1[C:12]([C:13]2[CH:18]=[CH:17][CH:16]=[CH:15][CH:14]=2)=[CH:11][C:10](Br)=[C:4]2[C:5]([NH:7][C:8](=[O:9])[C:3]=12)=[O:6].[C:20]([O:24][C:25]([N:27]1[C:35]2[C:30](=[CH:31][C:32]([S:36]([N:39]3[CH2:44][CH2:43][N:42]([CH3:45])[CH2:41][CH2:40]3)(=[O:38])=[O:37])=[CH:33][CH:34]=2)[CH:29]=[C:28]1B(O)O)=[O:26])([CH3:23])([CH3:22])[CH3:21].CN1CCN(S(C2C=C3C(=CC=2)NC(B(O)O)=C3)(=O)=O)CC1.C1(C)C=CC=CC=1P(C1C=CC=CC=1C)C1C=CC=CC=1C.C(N(CC)CC)C. The catalyst is C(#N)C.C(OCC)(=O)C.CO.C([O-])(=O)C.[Pd+2].C([O-])(=O)C. The product is [NH2:1][C:2]1[C:12]([C:13]2[CH:18]=[CH:17][CH:16]=[CH:15][CH:14]=2)=[CH:11][C:10]([C:28]2[N:27]([C:25]([O:24][C:20]([CH3:23])([CH3:22])[CH3:21])=[O:26])[C:35]3[C:30]([CH:29]=2)=[CH:31][C:32]([S:36]([N:39]2[CH2:44][CH2:43][N:42]([CH3:45])[CH2:41][CH2:40]2)(=[O:37])=[O:38])=[CH:33][CH:34]=3)=[C:4]2[C:5]([NH:7][C:8](=[O:9])[C:3]=12)=[O:6]. The yield is 0.200. (2) The reactants are Cl.[C:2]([C:6]1[CH:27]=[CH:26][CH:25]=[CH:24][C:7]=1[O:8][CH2:9][CH2:10][N:11]([CH3:23])[C:12]([C:14]1[C:18]2[CH2:19][NH:20][CH2:21][CH2:22][C:17]=2[NH:16][N:15]=1)=[O:13])([CH3:5])([CH3:4])[CH3:3].[CH3:28][S:29](Cl)(=[O:31])=[O:30]. No catalyst specified. The product is [C:2]([C:6]1[CH:27]=[CH:26][CH:25]=[CH:24][C:7]=1[O:8][CH2:9][CH2:10][N:11]([CH3:23])[C:12]([C:14]1[C:18]2[CH2:19][N:20]([S:29]([CH3:28])(=[O:31])=[O:30])[CH2:21][CH2:22][C:17]=2[NH:16][N:15]=1)=[O:13])([CH3:5])([CH3:3])[CH3:4]. The yield is 0.460. (3) The reactants are [Cl:1][CH2:2][CH2:3][O:4][CH2:5][CH2:6][O:7][CH2:8][CH2:9][OH:10].CC(C)=[O:13]. The catalyst is [O-2].[Cr+6].[O-2].[O-2]. The product is [Cl:1][CH2:2][CH2:3][O:4][CH2:5][CH2:6][O:7][CH2:8][C:9]([OH:13])=[O:10]. The yield is 0.930. (4) The product is [F:11][C:4]([F:3])([F:10])[C:5](=[O:7])[CH2:13][C:12]([C:15]1[CH:25]=[CH:24][C:18]2[O:19][CH2:20][C:21](=[O:23])[NH:22][C:17]=2[CH:16]=1)=[O:14]. The catalyst is C1COCC1.C1OCCOC2C(=CC=CC=2)OCCOC2C(=CC=CC=2)OCCOC1. The reactants are [H-].[Na+].[F:3][C:4]([F:11])([F:10])[C:5]([O:7]CC)=O.[C:12]([C:15]1[CH:25]=[CH:24][C:18]2[O:19][CH2:20][C:21](=[O:23])[NH:22][C:17]=2[CH:16]=1)(=[O:14])[CH3:13].C(O)C. The yield is 0.800. (5) The reactants are Br[C:2]1[CH:9]=[CH:8][C:5]([C:6]#[N:7])=[CH:4][N:3]=1.[CH2:10]([Sn:14]([CH2:32][CH2:33][CH2:34][CH3:35])([CH2:28][CH2:29][CH2:30][CH3:31])[Sn:14]([CH2:28][CH2:29][CH2:30][CH3:31])([CH2:32][CH2:33][CH2:34][CH3:35])[CH2:10][CH2:11][CH2:12][CH3:13])[CH2:11][CH2:12][CH3:13]. The catalyst is COCCOC.C(Cl)Cl.C1C=CC([P]([Pd]([P](C2C=CC=CC=2)(C2C=CC=CC=2)C2C=CC=CC=2)([P](C2C=CC=CC=2)(C2C=CC=CC=2)C2C=CC=CC=2)[P](C2C=CC=CC=2)(C2C=CC=CC=2)C2C=CC=CC=2)(C2C=CC=CC=2)C2C=CC=CC=2)=CC=1. The product is [CH2:32]([Sn:14]([CH2:10][CH2:11][CH2:12][CH3:13])([CH2:28][CH2:29][CH2:30][CH3:31])[C:2]1[CH:9]=[CH:8][C:5]([C:6]#[N:7])=[CH:4][N:3]=1)[CH2:33][CH2:34][CH3:35]. The yield is 0.103. (6) The reactants are [C:1](/[C:3](/[C:27]1[CH:32]=[CH:31][C:30]([O:33][CH3:34])=[C:29]([O:35][CH3:36])[CH:28]=1)=[CH:4]\[C:5]1[S:9][C:8]([N:10]2[CH2:15][CH2:14][CH:13]([O:16][C:17](=[O:26])[CH2:18][N:19]3[CH2:24][CH2:23][CH:22](O)[CH2:21][CH2:20]3)[CH2:12][CH2:11]2)=[CH:7][CH:6]=1)#[N:2].[CH3:37]C1CCCCN1. The catalyst is C(N(CC)CC)C. The product is [C:1](/[C:3](/[C:27]1[CH:32]=[CH:31][C:30]([O:33][CH3:34])=[C:29]([O:35][CH3:36])[CH:28]=1)=[CH:4]\[C:5]1[S:9][C:8]([N:10]2[CH2:11][CH2:12][CH:13]([O:16][C:17](=[O:26])[CH2:18][N:19]3[CH2:20][CH2:21][CH2:22][CH2:23][CH:24]3[CH3:37])[CH2:14][CH2:15]2)=[CH:7][CH:6]=1)#[N:2]. The yield is 0.730. (7) The reactants are [Cl:1][C:2]1[CH:7]=[CH:6][N:5]=[C:4]2[N:8](S(C3C=CC(C)=CC=3)(=O)=O)[C:9]([C:11]3[C:15]4=[N:16][C:17]([O:22][CH3:23])=[C:18]([O:20][CH3:21])[CH:19]=[C:14]4[N:13]([CH2:24][CH2:25][N:26]4[CH2:31][CH2:30][N:29]([CH3:32])[CH2:28][CH2:27]4)[CH:12]=3)=[CH:10][C:3]=12.CO. The catalyst is [OH-].[K+]. The product is [Cl:1][C:2]1[CH:7]=[CH:6][N:5]=[C:4]2[NH:8][C:9]([C:11]3[C:15]4=[N:16][C:17]([O:22][CH3:23])=[C:18]([O:20][CH3:21])[CH:19]=[C:14]4[N:13]([CH2:24][CH2:25][N:26]4[CH2:27][CH2:28][N:29]([CH3:32])[CH2:30][CH2:31]4)[CH:12]=3)=[CH:10][C:3]=12. The yield is 0.602.